The task is: Predict the reactants needed to synthesize the given product.. This data is from Full USPTO retrosynthesis dataset with 1.9M reactions from patents (1976-2016). Given the product [CH2:1]([O:8][C:9]1[C:10]([C:29]([OH:31])=[O:30])=[N:11][C:12]([CH2:16][C:17]2([C:22]3[CH:27]=[CH:26][CH:25]=[C:24]([Cl:28])[CH:23]=3)[CH2:18][CH2:19][CH2:20][CH2:21]2)=[N:13][C:14]=1[OH:15])[C:2]1[CH:7]=[CH:6][CH:5]=[CH:4][CH:3]=1, predict the reactants needed to synthesize it. The reactants are: [CH2:1]([O:8][C:9]1[C:10]([C:29]([O:31]C(C)(C)C)=[O:30])=[N:11][C:12]([CH2:16][C:17]2([C:22]3[CH:27]=[CH:26][CH:25]=[C:24]([Cl:28])[CH:23]=3)[CH2:21][CH2:20][CH2:19][CH2:18]2)=[N:13][C:14]=1[OH:15])[C:2]1[CH:7]=[CH:6][CH:5]=[CH:4][CH:3]=1.C(OC1C(C(O)=O)=NC(CC2(C3C=CC(C(F)(F)F)=CC=3)CCCC2)=NC=1O)C1C=CC=CC=1.